This data is from Catalyst prediction with 721,799 reactions and 888 catalyst types from USPTO. The task is: Predict which catalyst facilitates the given reaction. (1) Reactant: C(N(C(C)C)C(=O)[O:6][CH:7]([CH3:16])[CH2:8][C:9]1[CH:14]=[CH:13][CH:12]=[CH:11][C:10]=1[F:15])(C)C.[H-].C([Al+]CC(C)C)C(C)C.S([O-])([O-])(=O)=O.[Na+].[Na+]. Product: [F:15][C:10]1[CH:11]=[CH:12][CH:13]=[CH:14][C:9]=1[CH2:8][CH:7]([OH:6])[CH3:16]. The catalyst class is: 1. (2) Reactant: [F:1][C:2]1[CH:3]=[C:4]([CH2:9][O:10][C:11]2[CH:28]=[CH:27][C:26]([CH:29]=[O:30])=[CH:25][C:12]=2[C:13]([O:15]CC2C=CC(F)=C(F)C=2)=[O:14])[CH:5]=[CH:6][C:7]=1[F:8].[OH-].[Li+].CO.O. Product: [F:1][C:2]1[CH:3]=[C:4]([CH2:9][O:10][C:11]2[CH:28]=[CH:27][C:26]([CH:29]=[O:30])=[CH:25][C:12]=2[C:13]([OH:15])=[O:14])[CH:5]=[CH:6][C:7]=1[F:8]. The catalyst class is: 7. (3) Reactant: [C:1]1([NH:7][C:8]2[C:13]([NH2:14])=[CH:12][CH:11]=[CH:10][N:9]=2)[CH:6]=[CH:5][CH:4]=[CH:3][CH:2]=1.[C:15]([O:19][C:20]([NH:22][C@@H:23]([CH:27]([CH3:29])[CH3:28])[C:24](O)=[O:25])=[O:21])([CH3:18])([CH3:17])[CH3:16].C1C=NC2N(O)N=NC=2C=1.CN1CCOCC1.Cl.CN(C)CCCN=C=NCC. The catalyst class is: 2. Product: [C:15]([O:19][C:20](=[O:21])[NH:22][C@H:23]([C:24](=[O:25])[NH:14][C:13]1[C:8]([NH:7][C:1]2[CH:6]=[CH:5][CH:4]=[CH:3][CH:2]=2)=[N:9][CH:10]=[CH:11][CH:12]=1)[CH:27]([CH3:28])[CH3:29])([CH3:16])([CH3:18])[CH3:17]. (4) Reactant: [Br:1][C:2]1[CH:15]=[C:14]2[C:5]([O:6][C:7]3[C:8]([F:25])=[CH:9][C:10]([O:23]C)=[CH:11][C:12]=3[C:13]32[CH2:16][O:17][CH2:18][CH2:19][C:20]([NH2:22])=[N:21]3)=[CH:4][CH:3]=1.B(Br)(Br)Br.C(=O)(O)[O-].[Na+]. Product: [NH2:22][C:20]1=[N:21][C:13]2([CH2:16][O:17][CH2:18][CH2:19]1)[C:12]1[CH:11]=[C:10]([OH:23])[CH:9]=[C:8]([F:25])[C:7]=1[O:6][C:5]1[C:14]2=[CH:15][C:2]([Br:1])=[CH:3][CH:4]=1. The catalyst class is: 2. (5) The catalyst class is: 434. Product: [Br:1][C:2]1[CH:7]=[C:6]([O:8][S:35]([C:32]2[CH:33]=[CH:34][C:29]([CH3:28])=[CH:30][CH:31]=2)(=[O:37])=[O:36])[CH:5]=[C:4]([CH3:9])[C:3]=1[NH:10][C:11](=[O:27])[C:12]1[CH:17]=[CH:16][CH:15]=[C:14]([NH:18][C:19](=[O:26])[C:20]2[CH:21]=[CH:22][CH:23]=[CH:24][CH:25]=2)[CH:13]=1. Reactant: [Br:1][C:2]1[CH:7]=[C:6]([OH:8])[CH:5]=[C:4]([CH3:9])[C:3]=1[NH:10][C:11](=[O:27])[C:12]1[CH:17]=[CH:16][CH:15]=[C:14]([NH:18][C:19](=[O:26])[C:20]2[CH:25]=[CH:24][CH:23]=[CH:22][CH:21]=2)[CH:13]=1.[CH3:28][C:29]1[CH:34]=[CH:33][C:32]([S:35](OC(C(F)(F)F)C(F)(F)F)(=[O:37])=[O:36])=[CH:31][CH:30]=1.C(=O)([O-])[O-].[K+].[K+].C1OCCOCCOCCOCCOCCOC1. (6) Reactant: C(OC(=O)[NH:7][C:8]1[CH:13]=[C:12]([N:14]([CH3:16])[CH3:15])[C:11]([C:17]([F:20])([F:19])[F:18])=[CH:10][C:9]=1[NH:21][C:22](=[O:38])[CH2:23][C:24](=O)[C:25]1[CH:30]=[CH:29][CH:28]=[C:27]([C:31]2[CH:32]=[N:33][CH:34]=[CH:35][CH:36]=2)[CH:26]=1)(C)(C)C.C(O)(C(F)(F)F)=O. Product: [CH3:15][N:14]([CH3:16])[C:12]1[C:11]([C:17]([F:18])([F:20])[F:19])=[CH:10][C:9]2[NH:21][C:22](=[O:38])[CH2:23][C:24]([C:25]3[CH:30]=[CH:29][CH:28]=[C:27]([C:31]4[CH:32]=[N:33][CH:34]=[CH:35][CH:36]=4)[CH:26]=3)=[N:7][C:8]=2[CH:13]=1. The catalyst class is: 2. (7) Reactant: [C:1]([NH:4][C:5]1[CH:12]=[CH:11][C:8]([CH:9]=[O:10])=[CH:7][CH:6]=1)(=[O:3])[CH3:2].[Cl:13][O-].[Na+].O. Product: [C:1]([NH:4][C:5]1[CH:12]=[CH:11][C:8]([CH:9]=[O:10])=[CH:7][C:6]=1[Cl:13])(=[O:3])[CH3:2]. The catalyst class is: 15.